From a dataset of Full USPTO retrosynthesis dataset with 1.9M reactions from patents (1976-2016). Predict the reactants needed to synthesize the given product. (1) Given the product [CH2:9]([S:8][C:5]1[CH:6]=[CH:7][C:2]([NH:1][C:27]2[C:26]([O:32][CH3:33])=[N:25][C:24]([Cl:23])=[C:29]([Cl:30])[CH:28]=2)=[C:3](/[CH:16]=[CH:17]/[C:18]([O:20][CH2:21][CH3:22])=[O:19])[CH:4]=1)[C:10]1[CH:15]=[CH:14][CH:13]=[CH:12][CH:11]=1, predict the reactants needed to synthesize it. The reactants are: [NH2:1][C:2]1[CH:7]=[CH:6][C:5]([S:8][CH2:9][C:10]2[CH:15]=[CH:14][CH:13]=[CH:12][CH:11]=2)=[CH:4][C:3]=1/[CH:16]=[CH:17]/[C:18]([O:20][CH2:21][CH3:22])=[O:19].[Cl:23][C:24]1[C:29]([Cl:30])=[CH:28][C:27](I)=[C:26]([O:32][CH3:33])[N:25]=1.C(=O)([O-])[O-].[Cs+].[Cs+]. (2) Given the product [ClH:1].[OH:7][C@@H:6]([CH2:5][OH:4])[CH2:8][O:9][C:10]1[N:15]=[C:14]([C:16]([NH:18][C:19]2[N:23]3[N:24]=[C:25]([C:28]4[CH:33]=[CH:32][CH:31]=[CH:30][C:29]=4[C:34]([F:35])([F:37])[F:36])[CH:26]=[CH:27][C:22]3=[N:21][CH:20]=2)=[O:17])[CH:13]=[N:12][CH:11]=1, predict the reactants needed to synthesize it. The reactants are: [ClH:1].CC1(C)[O:7][C@H:6]([CH2:8][O:9][C:10]2[N:15]=[C:14]([C:16]([NH:18][C:19]3[N:23]4[N:24]=[C:25]([C:28]5[CH:33]=[CH:32][CH:31]=[CH:30][C:29]=5[C:34]([F:37])([F:36])[F:35])[CH:26]=[CH:27][C:22]4=[N:21][CH:20]=3)=[O:17])[CH:13]=[N:12][CH:11]=2)[CH2:5][O:4]1. (3) Given the product [CH3:14][C:13]1[CH:12]=[C:11]([C:18]2[CH:23]=[CH:22][C:21]([C:24]([F:27])([F:26])[F:25])=[CH:20][CH:19]=2)[S:30][C:29]=1[C:28]([O:32][CH2:33][CH3:34])=[O:31], predict the reactants needed to synthesize it. The reactants are: [H-].[Na+].F[P-](F)(F)(F)(F)F.Cl[C:11]([C:18]1[CH:23]=[CH:22][C:21]([C:24]([F:27])([F:26])[F:25])=[CH:20][CH:19]=1)=[CH:12][C:13](=[N+](C)C)[CH3:14].[C:28]([O:32][CH2:33][CH3:34])(=[O:31])[CH2:29][SH:30]. (4) Given the product [OH:34][C@@H:18]1[C@@H:17]([NH:16][C:15]([C:9]2([NH2:8])[CH2:14][CH2:13][CH2:12][CH2:11][CH2:10]2)=[O:35])[CH2:23][CH2:22][C@@H:21]([CH3:24])[N:20]([S:25]([C:28]2[CH:33]=[CH:32][CH:31]=[CH:30][N:29]=2)(=[O:27])=[O:26])[CH2:19]1, predict the reactants needed to synthesize it. The reactants are: Cl.C(OC(=O)[NH:8][C:9]1([C:15](=[O:35])[NH:16][C@H:17]2[CH2:23][CH2:22][C@@H:21]([CH3:24])[N:20]([S:25]([C:28]3[CH:33]=[CH:32][CH:31]=[CH:30][N:29]=3)(=[O:27])=[O:26])[CH2:19][C@@H:18]2[OH:34])[CH2:14][CH2:13][CH2:12][CH2:11][CH2:10]1)(C)(C)C. (5) Given the product [NH:36]1[C:38]2[C:10](=[C:5]([C:7]3[N:8]=[C:9]([N:12]4[CH2:17][CH2:16][O:15][CH2:14][CH2:13]4)[C:10]4[S:11][C:3]([CH2:2][N:21]5[C:22]6[CH:28]=[CH:27][CH:26]=[CH:25][C:23]=6[NH:24][C:20]5=[O:19])=[CH:4][C:5]=4[N:6]=3)[CH:4]=[CH:3][CH:2]=2)[CH:9]=[N:8]1, predict the reactants needed to synthesize it. The reactants are: Br[CH2:2][C:3]1[S:11][C:10]2[C:9]([N:12]3[CH2:17][CH2:16][O:15][CH2:14][CH2:13]3)=[N:8][C:7](Cl)=[N:6][C:5]=2[CH:4]=1.[OH:19][C:20]1[NH:21][C:22]2[CH:28]=[CH:27][CH:26]=[CH:25][C:23]=2[N:24]=1.C([O-])([O-])=O.[K+].[K+].C[N:36]([CH:38]=O)C. (6) The reactants are: FC(F)(F)S(O[C:7]1[CH:20]=[C:19]2[C:10]([O:11][C:12]3[CH:13]=[CH:14][C:15]([C:27]4[C:28]([F:33])=[N:29][CH:30]=[CH:31][CH:32]=4)=[CH:16][C:17]=3[C:18]32[N:25]=[C:24]([NH2:26])[CH2:23][O:22][CH2:21]3)=[C:9]([F:34])[CH:8]=1)(=O)=O.[F:37][C:38]1[CH:43]=[C:42](B(O)O)[CH:41]=[CH:40][N:39]=1.C(=O)([O-])[O-].[K+].[K+]. Given the product [F:34][C:9]1[C:10]2[O:11][C:12]3[C:17](=[CH:16][C:15]([C:27]4[C:28]([F:33])=[N:29][CH:30]=[CH:31][CH:32]=4)=[CH:14][CH:13]=3)[C:18]3([N:25]=[C:24]([NH2:26])[CH2:23][O:22][CH2:21]3)[C:19]=2[CH:20]=[C:7]([C:42]2[CH:41]=[CH:40][N:39]=[C:38]([F:37])[CH:43]=2)[CH:8]=1, predict the reactants needed to synthesize it. (7) The reactants are: [Br:1][C:2]1[CH:3]=[C:4]2[C:8](=[CH:9][CH:10]=1)[C:7]([OH:16])([C:11](=[NH:15])[O:12][CH2:13][CH3:14])[CH2:6][CH2:5]2.CCN(CC)CC.Cl[C:25](Cl)([O:27]C(=O)OC(Cl)(Cl)Cl)Cl. Given the product [Br:1][C:2]1[CH:3]=[C:4]2[C:8](=[CH:9][CH:10]=1)[C:7]1([O:16][C:25](=[O:27])[N:15]=[C:11]1[O:12][CH2:13][CH3:14])[CH2:6][CH2:5]2, predict the reactants needed to synthesize it. (8) Given the product [O:1]=[C:2]1[C:10]2[CH2:9][CH2:8][CH2:7][CH2:6][C:5]=2[C:4](=[O:11])[N:3]1[CH2:12][CH:13]([C:19](=[O:20])[CH3:24])[C:14]([O:16][CH2:17][CH3:18])=[O:15], predict the reactants needed to synthesize it. The reactants are: [O:1]=[C:2]1[C:10]2[CH2:9][CH2:8][CH2:7][CH2:6][C:5]=2[C:4](=[O:11])[N:3]1[CH2:12][CH:13]([C:19]1([CH3:24])OCC[O:20]1)[C:14]([O:16][CH2:17][CH3:18])=[O:15].O.C1(C)C=CC(S(O)(=O)=O)=CC=1.